From a dataset of Forward reaction prediction with 1.9M reactions from USPTO patents (1976-2016). Predict the product of the given reaction. (1) Given the reactants C(OC([N:11]1[CH2:16][CH2:15][CH2:14][C@H:13]([C:17]2[O:18][CH:19]=[C:20]([C:22]3[NH:23][CH:24]=[C:25]([F:27])[CH:26]=3)[N:21]=2)[CH2:12]1)=O)C1C=CC=CC=1.C([O-])=O.[NH4+], predict the reaction product. The product is: [F:27][C:25]1[CH:26]=[C:22]([C:20]2[N:21]=[C:17]([C@H:13]3[CH2:14][CH2:15][CH2:16][NH:11][CH2:12]3)[O:18][CH:19]=2)[NH:23][CH:24]=1. (2) Given the reactants [CH2:1]([O:3][C:4](=[O:17])[C:5]([O:8][C:9]1[CH:14]=[CH:13][C:12]([CH2:15][NH2:16])=[CH:11][CH:10]=1)([CH3:7])[CH3:6])[CH3:2].[CH3:18][O:19][CH2:20][C:21]1[C:26]([C:27](O)=[O:28])=[CH:25][N:24]=[C:23]([C:30]2[CH:35]=[CH:34][C:33]([C:36]([F:39])([F:38])[F:37])=[CH:32][CH:31]=2)[N:22]=1.COC(=O)CC(=O)COC, predict the reaction product. The product is: [CH2:1]([O:3][C:4](=[O:17])[C:5]([O:8][C:9]1[CH:10]=[CH:11][C:12]([CH2:15][NH:16][C:27]([C:26]2[C:21]([CH2:20][O:19][CH3:18])=[N:22][C:23]([C:30]3[CH:31]=[CH:32][C:33]([C:36]([F:39])([F:38])[F:37])=[CH:34][CH:35]=3)=[N:24][CH:25]=2)=[O:28])=[CH:13][CH:14]=1)([CH3:7])[CH3:6])[CH3:2]. (3) The product is: [CH3:1][CH:2]1[CH2:7][CH2:6][CH2:5][CH2:4][CH:3]1[NH:8][C:10](=[O:9])[CH2:11][C:12](=[O:16])[CH3:13]. Given the reactants [CH3:1][CH:2]1[CH2:7][CH2:6][CH2:5][CH2:4][CH:3]1[NH2:8].[O:9]1[CH2:13][CH2:12][CH2:11][CH2:10]1.C([O-])(=[O:16])C.[Na+], predict the reaction product. (4) Given the reactants [CH3:1][C:2]1[CH:3]=[N:4][C:5]([CH2:11][S+:12]([O-:24])[C:13]2[NH:14][C:15]3[CH:16]=[CH:17][C:18]([O:22][CH3:23])=[CH:19][C:20]=3[N:21]=2)=[C:6]([CH3:10])[C:7]=1[O:8][CH3:9].[NH:25]1[CH2:30][CH2:29][NH:28][CH2:27][CH2:26]1, predict the reaction product. The product is: [CH3:1][C:2]1[CH:3]=[N:4][C:5]([CH2:11][S+:12]([O-:24])[C:13]2[NH:14][C:15]3[CH:16]=[CH:17][C:18]([O:22][CH3:23])=[CH:19][C:20]=3[N:21]=2)=[C:6]([CH3:10])[C:7]=1[O:8][CH3:9].[NH:25]1[CH2:30][CH2:29][NH:28][CH2:27][CH2:26]1. (5) Given the reactants [N+:1]([C:4]1[CH:14]=[CH:13][C:7]2[N:8]([CH3:12])[C:9](=[O:11])[S:10][C:6]=2[CH:5]=1)([O-])=O.[H][H], predict the reaction product. The product is: [NH2:1][C:4]1[CH:14]=[CH:13][C:7]2[N:8]([CH3:12])[C:9](=[O:11])[S:10][C:6]=2[CH:5]=1. (6) The product is: [Cl:13][C:14]1[CH:21]=[CH:20][C:11]([CH2:12][NH:8][C:1]([N:3]2[CH2:4][CH2:46][CH:41]([O:40][C:39]3[CH:47]=[CH:48][C:49]([Cl:50])=[C:37]([Cl:36])[CH:38]=3)[CH2:6][CH2:7]2)=[O:2])=[C:16]([S:22]([CH3:25])(=[O:24])=[O:23])[CH:15]=1. Given the reactants [C:1]([N:8]1[CH:12]=[CH:11]N=C1)([N:3]1[CH:7]=[CH:6]N=[CH:4]1)=[O:2].[Cl:13][C:14]1[CH:21]=[CH:20]C(CN)=[C:16]([S:22]([CH3:25])(=[O:24])=[O:23])[CH:15]=1.C(N(C(C)C)CC)(C)C.Cl.[Cl:36][C:37]1[CH:38]=[C:39]([CH:47]=[CH:48][C:49]=1[Cl:50])[O:40][CH:41]1[CH2:46]CNCC1, predict the reaction product. (7) The product is: [CH3:25][O:26][C:27]1[CH:28]=[C:29]([NH:30][C:2]2[C:3]3[NH:15][N:14]=[CH:13][C:4]=3[N:5]=[C:6]([C:8]3[S:9][CH:10]=[CH:11][CH:12]=3)[N:7]=2)[CH:31]=[CH:32][C:33]=1[O:34][CH3:35]. Given the reactants Cl[C:2]1[C:3]2[C:4](=[CH:13][N:14](CC3C=CC(OC)=CC=3)[N:15]=2)[N:5]=[C:6]([C:8]2[S:9][CH:10]=[CH:11][CH:12]=2)[N:7]=1.[CH3:25][O:26][C:27]1[CH:28]=[C:29]([CH:31]=[CH:32][C:33]=1[O:34][CH3:35])[NH2:30].Cl, predict the reaction product. (8) The product is: [Br:1][C:2]1[CH:13]=[CH:12][C:5]([C:6](=[O:7])[CH3:15])=[CH:4][C:3]=1[F:14]. Given the reactants [Br:1][C:2]1[CH:13]=[CH:12][C:5]([C:6](N(OC)C)=[O:7])=[CH:4][C:3]=1[F:14].[CH3:15][Mg]Cl, predict the reaction product.